From a dataset of Forward reaction prediction with 1.9M reactions from USPTO patents (1976-2016). Predict the product of the given reaction. (1) The product is: [Cl:9][C:6]1[CH:7]=[CH:8][C:3]([CH2:2][NH:1][C:35]([C:34]2[O:30][N:31]=[CH:32][CH:33]=2)=[O:36])=[C:4]([F:20])[C:5]=1[O:10][C:11]1[CH:12]=[C:13]([C:14]#[N:15])[CH:16]=[C:17]([Cl:19])[CH:18]=1. Given the reactants [NH2:1][CH2:2][C:3]1[C:4]([F:20])=[C:5]([O:10][C:11]2[CH:12]=[C:13]([CH:16]=[C:17]([Cl:19])[CH:18]=2)[C:14]#[N:15])[C:6]([Cl:9])=[CH:7][CH:8]=1.CCN(C(C)C)C(C)C.[O:30]1[C:34]([C:35](O)=[O:36])=[CH:33][CH:32]=[N:31]1.CN(C(ON1N=NC2C=CC=NC1=2)=[N+](C)C)C.F[P-](F)(F)(F)(F)F, predict the reaction product. (2) Given the reactants Cl[C:2]1[N:7]=[C:6]([N:8]2[CH2:13][CH2:12][O:11][CH2:10][CH2:9]2)[N:5]=[C:4]([N:14]2[C:18]3[CH:19]=[CH:20][CH:21]=[C:22]([O:23][CH3:24])[C:17]=3[N:16]=[C:15]2[CH:25]([F:27])[F:26])[N:3]=1.[NH:28]1[CH:32]=[CH:31][CH:30]=[N:29]1.CCN(C(C)C)C(C)C, predict the reaction product. The product is: [F:26][CH:25]([F:27])[C:15]1[N:14]([C:4]2[N:5]=[C:6]([N:8]3[CH2:13][CH2:12][O:11][CH2:10][CH2:9]3)[N:7]=[C:2]([N:28]3[CH:32]=[CH:31][CH:30]=[N:29]3)[N:3]=2)[C:18]2[CH:19]=[CH:20][CH:21]=[C:22]([O:23][CH3:24])[C:17]=2[N:16]=1.